This data is from Peptide-MHC class I binding affinity with 185,985 pairs from IEDB/IMGT. The task is: Regression. Given a peptide amino acid sequence and an MHC pseudo amino acid sequence, predict their binding affinity value. This is MHC class I binding data. (1) The peptide sequence is RADSMMLGY. The MHC is HLA-A26:01 with pseudo-sequence HLA-A26:01. The binding affinity (normalized) is 0.0847. (2) The peptide sequence is KYLKDQAQL. The MHC is Mamu-B08 with pseudo-sequence Mamu-B08. The binding affinity (normalized) is 0.0719.